From a dataset of Forward reaction prediction with 1.9M reactions from USPTO patents (1976-2016). Predict the product of the given reaction. Given the reactants [CH3:1][O:2][C:3]([C:5]1[CH:15]=[CH:14][C:8]2[N:9]=[C:10]([CH2:12]O)[S:11][C:7]=2[CH:6]=1)=[O:4].P(Br)(Br)[Br:17].O, predict the reaction product. The product is: [CH3:1][O:2][C:3]([C:5]1[CH:15]=[CH:14][C:8]2[N:9]=[C:10]([CH2:12][Br:17])[S:11][C:7]=2[CH:6]=1)=[O:4].